From a dataset of Peptide-MHC class I binding affinity with 185,985 pairs from IEDB/IMGT. Regression. Given a peptide amino acid sequence and an MHC pseudo amino acid sequence, predict their binding affinity value. This is MHC class I binding data. (1) The peptide sequence is MPAYIRNTL. The MHC is HLA-B53:01 with pseudo-sequence HLA-B53:01. The binding affinity (normalized) is 0.641. (2) The peptide sequence is EIMRMCHEGIN. The MHC is H-2-Kb with pseudo-sequence H-2-Kb. The binding affinity (normalized) is 0.277.